From a dataset of TCR-epitope binding with 47,182 pairs between 192 epitopes and 23,139 TCRs. Binary Classification. Given a T-cell receptor sequence (or CDR3 region) and an epitope sequence, predict whether binding occurs between them. (1) The epitope is EHPTFTSQYRIQGKL. The TCR CDR3 sequence is CASSLAGGMETQYF. Result: 0 (the TCR does not bind to the epitope). (2) The epitope is FADDLNQLTGY. The TCR CDR3 sequence is CASSLVLSYEQYF. Result: 0 (the TCR does not bind to the epitope). (3) The epitope is YLDAYNMMI. The TCR CDR3 sequence is CASSFPGSTGELFF. Result: 0 (the TCR does not bind to the epitope). (4) The epitope is RAKFKQLL. The TCR CDR3 sequence is CASSLLGTENTEAFF. Result: 1 (the TCR binds to the epitope). (5) The epitope is FLNGSCGSV. The TCR CDR3 sequence is CASSSGFNTGELFF. Result: 1 (the TCR binds to the epitope).